Dataset: Full USPTO retrosynthesis dataset with 1.9M reactions from patents (1976-2016). Task: Predict the reactants needed to synthesize the given product. (1) Given the product [F:19][C:18]([F:21])([F:20])[C:16]1[CH:15]=[CH:14][N:13]=[C:12]([O:10][C:7]2[CH:8]=[CH:9][C:4]([CH2:3][CH2:2][OH:1])=[CH:5][CH:6]=2)[N:17]=1, predict the reactants needed to synthesize it. The reactants are: [OH:1][CH2:2][CH2:3][C:4]1[CH:9]=[CH:8][C:7]([OH:10])=[CH:6][CH:5]=1.Cl[C:12]1[N:17]=[C:16]([C:18]([F:21])([F:20])[F:19])[CH:15]=[CH:14][N:13]=1. (2) Given the product [CH3:33][O:34][CH2:35][C:36]1[CH:41]=[CH:40][CH:39]=[CH:38][C:37]=1[C:2]1[N:10]2[C:5]([CH:6]=[N:7][C:8]([NH:11][C:12]3[CH:17]=[CH:16][C:15]([N:18]4[CH2:19][CH2:20][CH:21]([N:24]5[CH2:25][CH2:26][N:27]([CH3:30])[CH2:28][CH2:29]5)[CH2:22][CH2:23]4)=[CH:14][C:13]=3[O:31][CH3:32])=[N:9]2)=[CH:4][CH:3]=1, predict the reactants needed to synthesize it. The reactants are: Br[C:2]1[N:10]2[C:5]([CH:6]=[N:7][C:8]([NH:11][C:12]3[CH:17]=[CH:16][C:15]([N:18]4[CH2:23][CH2:22][CH:21]([N:24]5[CH2:29][CH2:28][N:27]([CH3:30])[CH2:26][CH2:25]5)[CH2:20][CH2:19]4)=[CH:14][C:13]=3[O:31][CH3:32])=[N:9]2)=[CH:4][CH:3]=1.[CH3:33][O:34][CH2:35][C:36]1[CH:41]=[CH:40][CH:39]=[CH:38][C:37]=1B(O)O. (3) Given the product [CH2:1]([O:8][N:9]([CH2:22]/[CH:23]=[C:24](\[P:25](=[O:32])([O:29][CH2:30][CH3:31])[O:26][CH2:27][CH3:28])/[Sn:37]([CH2:38][CH2:39][CH2:40][CH3:41])([CH2:42][CH2:43][CH2:44][CH3:45])[CH2:33][CH2:34][CH2:35][CH3:36])[S:10]([C:13]1[CH:18]=[CH:17][CH:16]=[CH:15][C:14]=1[N+:19]([O-:21])=[O:20])(=[O:12])=[O:11])[C:2]1[CH:3]=[CH:4][CH:5]=[CH:6][CH:7]=1, predict the reactants needed to synthesize it. The reactants are: [CH2:1]([O:8][N:9]([CH2:22][C:23]#[C:24][P:25](=[O:32])([O:29][CH2:30][CH3:31])[O:26][CH2:27][CH3:28])[S:10]([C:13]1[CH:18]=[CH:17][CH:16]=[CH:15][C:14]=1[N+:19]([O-:21])=[O:20])(=[O:12])=[O:11])[C:2]1[CH:7]=[CH:6][CH:5]=[CH:4][CH:3]=1.[CH2:33]([SnH:37]([CH2:42][CH2:43][CH2:44][CH3:45])[CH2:38][CH2:39][CH2:40][CH3:41])[CH2:34][CH2:35][CH3:36]. (4) Given the product [ClH:18].[Cl:18][C:15]1[CH:14]=[CH:13][C:12]([C:9]2([F:11])[CH2:10][CH:8]2[NH2:7])=[CH:17][CH:16]=1, predict the reactants needed to synthesize it. The reactants are: C(OC(=O)[NH:7][CH:8]1[CH2:10][C:9]1([C:12]1[CH:17]=[CH:16][C:15]([Cl:18])=[CH:14][CH:13]=1)[F:11])(C)(C)C.Cl. (5) Given the product [CH2:5]([C:7]1([C:15]2[CH:20]=[CH:19][CH:18]=[C:17]([OH:21])[CH:16]=2)[CH2:13][CH2:12][CH2:11][CH2:10][NH:9][C:8]1=[O:14])[CH3:6], predict the reactants needed to synthesize it. The reactants are: B(Br)(Br)Br.[CH2:5]([C:7]1([C:15]2[CH:20]=[CH:19][CH:18]=[C:17]([O:21]C)[CH:16]=2)[CH2:13][CH2:12][CH2:11][CH2:10][NH:9][C:8]1=[O:14])[CH3:6]. (6) Given the product [CH3:1][C:2]1[N:3]2[CH:13]=[CH:14][N:11]=[C:4]2[CH:5]=[CH:6][C:7]=1[NH2:8], predict the reactants needed to synthesize it. The reactants are: [CH3:1][C:2]1[C:7]([N+:8]([O-])=O)=[CH:6][CH:5]=[C:4]([NH2:11])[N:3]=1.Br[CH2:13][CH:14](OC)OC. (7) Given the product [S:13]([C:7]1[CH:8]=[C:9]([N+:10]([O-:12])=[O:11])[C:4]([F:3])=[CH:5][C:6]=1[CH3:17])[S:13][C:7]1[CH:8]=[C:9]([N+:10]([O-:12])=[O:11])[C:4]([F:3])=[CH:5][C:6]=1[CH3:17], predict the reactants needed to synthesize it. The reactants are: [I-].[K+].[F:3][C:4]1[C:9]([N+:10]([O-:12])=[O:11])=[CH:8][C:7]([S:13](Cl)(=O)=O)=[C:6]([CH3:17])[CH:5]=1.[PH2]([O-])=O.[Na+].